This data is from Forward reaction prediction with 1.9M reactions from USPTO patents (1976-2016). The task is: Predict the product of the given reaction. Given the reactants [OH:1][CH2:2][CH2:3][C:4]1[CH:9]=[CH:8][N:7]=[CH:6][CH:5]=1, predict the reaction product. The product is: [NH:7]1[CH2:8][CH2:9][CH:4]([CH2:3][CH2:2][OH:1])[CH2:5][CH2:6]1.